From a dataset of Full USPTO retrosynthesis dataset with 1.9M reactions from patents (1976-2016). Predict the reactants needed to synthesize the given product. (1) The reactants are: [Cl:1][C:2]1[N:7]=[C:6]([NH:8][CH:9]([CH2:12][CH3:13])[CH2:10][CH3:11])[C:5]([C:14]#[C:15][CH:16]([OH:18])[CH3:17])=[CH:4][N:3]=1.CCCC[N+](CCCC)(CCCC)CCCC.[F-]. Given the product [Cl:1][C:2]1[N:3]=[CH:4][C:5]2[CH:14]=[C:15]([CH:16]([OH:18])[CH3:17])[N:8]([CH:9]([CH2:12][CH3:13])[CH2:10][CH3:11])[C:6]=2[N:7]=1, predict the reactants needed to synthesize it. (2) Given the product [CH2:12]([O:11][CH2:10][CH2:9][CH2:8][CH2:7][CH2:6][CH:5]([OH:19])[CH:4]([CH2:20][CH2:21][CH2:22][CH2:23][CH2:24][CH3:25])[C:3]([OH:26])=[O:2])[C:13]1[CH:18]=[CH:17][CH:16]=[CH:15][CH:14]=1, predict the reactants needed to synthesize it. The reactants are: C[O:2][C:3](=[O:26])[CH:4]([CH2:20][CH2:21][CH2:22][CH2:23][CH2:24][CH3:25])[CH:5]([OH:19])[CH2:6][CH2:7][CH2:8][CH2:9][CH2:10][O:11][CH2:12][C:13]1[CH:18]=[CH:17][CH:16]=[CH:15][CH:14]=1.O.[OH-].[Li+].S([O-])(O)(=O)=O.[K+]. (3) Given the product [CH3:26][O:25][C:24]1[CH:23]=[CH:22][C:21]([C:27]([F:28])([F:29])[F:30])=[CH:20][C:19]=1[NH:18][C:2]1[CH:7]=[C:6]([C:8]([F:11])([F:10])[F:9])[N:5]=[C:4]([C:12]2[CH:13]=[N:14][CH:15]=[CH:16][CH:17]=2)[N:3]=1, predict the reactants needed to synthesize it. The reactants are: Cl[C:2]1[CH:7]=[C:6]([C:8]([F:11])([F:10])[F:9])[N:5]=[C:4]([C:12]2[CH:13]=[N:14][CH:15]=[CH:16][CH:17]=2)[N:3]=1.[NH2:18][C:19]1[CH:20]=[C:21]([C:27]([F:30])([F:29])[F:28])[CH:22]=[CH:23][C:24]=1[O:25][CH3:26]. (4) The reactants are: [N+:1]([C:4]1[CH:14]=[CH:13][C:7]([CH:8]=[CH:9][C:10](O)=[O:11])=[CH:6][CH:5]=1)([O-:3])=[O:2].C(OCC)(=O)C.S(Cl)([Cl:23])=O.Cl. Given the product [N+:1]([C:4]1[CH:14]=[CH:13][C:7]([CH:8]=[CH:9][C:10]([Cl:23])=[O:11])=[CH:6][CH:5]=1)([O-:3])=[O:2], predict the reactants needed to synthesize it. (5) Given the product [CH:29]([C:27]([NH:26][CH:23]1[CH2:24][CH2:25][CH:20]([CH2:19][NH:18][C:16]([NH2:15])=[S:17])[CH2:21][CH2:22]1)=[O:28])([CH3:31])[CH3:30], predict the reactants needed to synthesize it. The reactants are: C([O-])([O-])=O.[K+].[K+].C([NH:15][C:16]([NH:18][CH2:19][CH:20]1[CH2:25][CH2:24][CH:23]([NH:26][C:27]([CH:29]([CH3:31])[CH3:30])=[O:28])[CH2:22][CH2:21]1)=[S:17])(=O)C1C=CC=CC=1. (6) Given the product [OH:1][CH2:9][C@H:10]1[C@H:18]2[N:13]([C:14]3[CH:22]=[CH:21][C:20]([C:23]#[N:24])=[CH:19][C:15]=3[O:16][CH2:17]2)[C:12](=[O:25])[O:11]1, predict the reactants needed to synthesize it. The reactants are: [O:1]([CH2:9][C@H:10]1[C@H:18]2[N:13]([C:14]3[CH:22]=[CH:21][C:20]([C:23]#[N:24])=[CH:19][C:15]=3[O:16][CH2:17]2)[C:12](=[O:25])[O:11]1)[Si](C(C)(C)C)(C)C.[F-].C([N+](CCCC)(CCCC)CCCC)CCC. (7) Given the product [Cl:12][C:13]1[CH:14]=[C:15]([NH:20][C:21]2[C:22]3[CH2:29][C:28](=[O:8])[N:27]([CH3:30])[C:23]=3[N:24]=[CH:25][N:26]=2)[CH:16]=[CH:17][C:18]=1[F:19], predict the reactants needed to synthesize it. The reactants are: C1C(C(CBr)=[O:8])=CC=C(Br)C=1.[Cl:12][C:13]1[CH:14]=[C:15]([NH:20][C:21]2[C:22]3[CH:29]=[CH:28][N:27]([CH3:30])[C:23]=3[N:24]=[CH:25][N:26]=2)[CH:16]=[CH:17][C:18]=1[F:19]. (8) Given the product [NH2:37][C:5]([CH2:8][N:9]1[CH2:18][CH2:17][C:16]2[C:11](=[CH:12][CH:13]=[C:14]([O:19][CH2:20][C:21]3[CH:26]=[CH:25][C:24]([C:27]4[CH:32]=[CH:31][CH:30]=[CH:29][C:28]=4[C:33]([F:36])([F:34])[F:35])=[CH:23][CH:22]=3)[CH:15]=2)[CH2:10]1)([CH2:4][OH:3])[CH2:6][OH:7], predict the reactants needed to synthesize it. The reactants are: CC1(C)[O:7][CH2:6][C:5]([NH:37]C(=O)OC(C)(C)C)([CH2:8][N:9]2[CH2:18][CH2:17][C:16]3[C:11](=[CH:12][CH:13]=[C:14]([O:19][CH2:20][C:21]4[CH:26]=[CH:25][C:24]([C:27]5[CH:32]=[CH:31][CH:30]=[CH:29][C:28]=5[C:33]([F:36])([F:35])[F:34])=[CH:23][CH:22]=4)[CH:15]=3)[CH2:10]2)[CH2:4][O:3]1.CC1(C)OCC(NC(=O)OC(C)(C)C)(CNC2C=CC(CCCCCCCC)=CC=2)CO1. (9) Given the product [CH2:29]([O:28][CH:25]1[CH2:24][CH2:23][C:22]([CH2:21][NH:20][C:12](=[O:14])[C:11]2[CH:10]=[CH:9][C:8]([O:7][CH2:6][O:5][CH2:4][CH2:3][Si:2]([CH3:1])([CH3:18])[CH3:17])=[CH:16][CH:15]=2)([OH:36])[CH2:27][CH2:26]1)[C:30]1[CH:31]=[CH:32][CH:33]=[CH:34][CH:35]=1, predict the reactants needed to synthesize it. The reactants are: [CH3:1][Si:2]([CH3:18])([CH3:17])[CH2:3][CH2:4][O:5][CH2:6][O:7][C:8]1[CH:16]=[CH:15][C:11]([C:12]([OH:14])=O)=[CH:10][CH:9]=1.Cl.[NH2:20][CH2:21][C:22]1([OH:36])[CH2:27][CH2:26][CH:25]([O:28][CH2:29][C:30]2[CH:35]=[CH:34][CH:33]=[CH:32][CH:31]=2)[CH2:24][CH2:23]1.CCN(CC)CC.CCN=C=NCCCN(C)C.C1C=CC2N(O)N=NC=2C=1.O. (10) Given the product [CH2:1]([O:8][C:9]([NH:11][CH:12]1[C:21]2[C:16](=[CH:17][C:18]([C:22]([NH:29][C:30]3[CH:35]=[CH:34][N:33]=[CH:32][CH:31]=3)=[O:24])=[CH:19][CH:20]=2)[O:15][CH2:14][CH2:13]1)=[O:10])[C:2]1[CH:7]=[CH:6][CH:5]=[CH:4][CH:3]=1, predict the reactants needed to synthesize it. The reactants are: [CH2:1]([O:8][C:9]([NH:11][CH:12]1[C:21]2[C:16](=[CH:17][C:18]([C:22]([OH:24])=O)=[CH:19][CH:20]=2)[O:15][CH2:14][CH2:13]1)=[O:10])[C:2]1[CH:7]=[CH:6][CH:5]=[CH:4][CH:3]=1.S(Cl)(Cl)=O.[NH2:29][C:30]1[CH:35]=[CH:34][N:33]=[CH:32][CH:31]=1.